This data is from Catalyst prediction with 721,799 reactions and 888 catalyst types from USPTO. The task is: Predict which catalyst facilitates the given reaction. (1) Reactant: [CH3:1][N:2]([CH3:17])[CH2:3][CH2:4][C:5]([NH:7][C:8]1[CH:13]=[CH:12][C:11]([N+:14]([O-])=O)=[CH:10][CH:9]=1)=[O:6].[H][H]. Product: [NH2:14][C:11]1[CH:12]=[CH:13][C:8]([NH:7][C:5](=[O:6])[CH2:4][CH2:3][N:2]([CH3:17])[CH3:1])=[CH:9][CH:10]=1. The catalyst class is: 19. (2) Reactant: [CH:1]([C:7]1[CH:8]=[C:9]([CH:12]=[CH:13][CH:14]=1)[C:10]#[N:11])=[CH:2][CH2:3][CH2:4][CH2:5][CH3:6]. Product: [CH2:1]([C:7]1[CH:8]=[C:9]([CH:12]=[CH:13][CH:14]=1)[C:10]#[N:11])[CH2:2][CH2:3][CH2:4][CH2:5][CH3:6]. The catalyst class is: 63.